Dataset: NCI-60 drug combinations with 297,098 pairs across 59 cell lines. Task: Regression. Given two drug SMILES strings and cell line genomic features, predict the synergy score measuring deviation from expected non-interaction effect. (1) Drug 1: C1CC(=O)NC(=O)C1N2CC3=C(C2=O)C=CC=C3N. Drug 2: CC1=C2C(C(=O)C3(C(CC4C(C3C(C(C2(C)C)(CC1OC(=O)C(C(C5=CC=CC=C5)NC(=O)C6=CC=CC=C6)O)O)OC(=O)C7=CC=CC=C7)(CO4)OC(=O)C)O)C)OC(=O)C. Synergy scores: CSS=19.1, Synergy_ZIP=0.396, Synergy_Bliss=-5.38, Synergy_Loewe=-23.5, Synergy_HSA=-3.18. Cell line: U251. (2) Drug 1: CC1C(C(CC(O1)OC2CC(OC(C2O)C)OC3=CC4=CC5=C(C(=O)C(C(C5)C(C(=O)C(C(C)O)O)OC)OC6CC(C(C(O6)C)O)OC7CC(C(C(O7)C)O)OC8CC(C(C(O8)C)O)(C)O)C(=C4C(=C3C)O)O)O)O. Drug 2: C1C(C(OC1N2C=NC3=C2NC=NCC3O)CO)O. Cell line: RXF 393. Synergy scores: CSS=37.8, Synergy_ZIP=0.664, Synergy_Bliss=1.35, Synergy_Loewe=0.256, Synergy_HSA=0.454. (3) Drug 1: C1CCC(C1)C(CC#N)N2C=C(C=N2)C3=C4C=CNC4=NC=N3. Drug 2: CC12CCC3C(C1CCC2=O)CC(=C)C4=CC(=O)C=CC34C. Cell line: SK-MEL-2. Synergy scores: CSS=15.6, Synergy_ZIP=2.13, Synergy_Bliss=1.75, Synergy_Loewe=-21.4, Synergy_HSA=-2.63. (4) Drug 1: CC12CCC3C(C1CCC2=O)CC(=C)C4=CC(=O)C=CC34C. Drug 2: C1=CN(C=N1)CC(O)(P(=O)(O)O)P(=O)(O)O. Cell line: BT-549. Synergy scores: CSS=5.86, Synergy_ZIP=-14.6, Synergy_Bliss=-26.2, Synergy_Loewe=-26.1, Synergy_HSA=-26.5. (5) Drug 1: CC1=C2C(C(=O)C3(C(CC4C(C3C(C(C2(C)C)(CC1OC(=O)C(C(C5=CC=CC=C5)NC(=O)OC(C)(C)C)O)O)OC(=O)C6=CC=CC=C6)(CO4)OC(=O)C)OC)C)OC. Drug 2: C#CCC(CC1=CN=C2C(=N1)C(=NC(=N2)N)N)C3=CC=C(C=C3)C(=O)NC(CCC(=O)O)C(=O)O. Cell line: TK-10. Synergy scores: CSS=44.4, Synergy_ZIP=5.08, Synergy_Bliss=5.68, Synergy_Loewe=3.21, Synergy_HSA=5.29. (6) Drug 1: COC1=CC(=CC(=C1O)OC)C2C3C(COC3=O)C(C4=CC5=C(C=C24)OCO5)OC6C(C(C7C(O6)COC(O7)C8=CC=CS8)O)O. Drug 2: CCN(CC)CCNC(=O)C1=C(NC(=C1C)C=C2C3=C(C=CC(=C3)F)NC2=O)C. Cell line: MCF7. Synergy scores: CSS=36.9, Synergy_ZIP=1.91, Synergy_Bliss=2.28, Synergy_Loewe=-9.42, Synergy_HSA=2.26. (7) Drug 1: CCN(CC)CCNC(=O)C1=C(NC(=C1C)C=C2C3=C(C=CC(=C3)F)NC2=O)C. Drug 2: CS(=O)(=O)OCCCCOS(=O)(=O)C. Cell line: OVCAR-4. Synergy scores: CSS=-0.152, Synergy_ZIP=-1.41, Synergy_Bliss=-2.90, Synergy_Loewe=-1.78, Synergy_HSA=-2.50. (8) Drug 1: CC1=C(C(=CC=C1)Cl)NC(=O)C2=CN=C(S2)NC3=CC(=NC(=N3)C)N4CCN(CC4)CCO. Drug 2: N.N.Cl[Pt+2]Cl. Cell line: T-47D. Synergy scores: CSS=12.3, Synergy_ZIP=-7.61, Synergy_Bliss=-2.39, Synergy_Loewe=-0.0107, Synergy_HSA=-0.103. (9) Drug 1: CC1=C(C(CCC1)(C)C)C=CC(=CC=CC(=CC(=O)O)C)C. Drug 2: C1=NC2=C(N=C(N=C2N1C3C(C(C(O3)CO)O)F)Cl)N. Cell line: M14. Synergy scores: CSS=14.7, Synergy_ZIP=-3.39, Synergy_Bliss=1.44, Synergy_Loewe=-4.20, Synergy_HSA=2.48.